This data is from Catalyst prediction with 721,799 reactions and 888 catalyst types from USPTO. The task is: Predict which catalyst facilitates the given reaction. Reactant: C(=O)([O:7][C:8]1[C:20]2[CH2:19][O:18][C:17](=[O:21])[C:16]=2[C:15]([C:22]2[CH:26]=[CH:25][O:24][CH:23]=2)=[C:14]2[C:9]=1[CH:10]=[C:11]([O:29][CH3:30])[C:12]([O:27][CH3:28])=[CH:13]2)OC(C)(C)C.N1CCCCC1.Cl. Product: [O:24]1[CH:25]=[CH:26][C:22]([C:15]2[C:16]3[C:17](=[O:21])[O:18][CH2:19][C:20]=3[C:8]([OH:7])=[C:9]3[C:14]=2[CH:13]=[C:12]([O:27][CH3:28])[C:11]([O:29][CH3:30])=[CH:10]3)=[CH:23]1. The catalyst class is: 4.